From a dataset of Reaction yield outcomes from USPTO patents with 853,638 reactions. Predict the reaction yield, written as a fraction of the theoretical maximum amount of product (1.0 means a 100% yield; for example, 0.34 means a 34% yield). (1) The reactants are [C:1]([C:4]1[N:5]=[C:6]([C:24]2[C:29]([F:30])=[CH:28][CH:27]=[CH:26][C:25]=2[F:31])[O:7][C:8]=1[C:9]1[CH:23]=[CH:22][C:12]([CH2:13][NH:14]C(=O)OC(C)(C)C)=[CH:11][CH:10]=1)(=[O:3])[NH2:2].Cl.O1CCOCC1.C([O-])=O. The catalyst is C(Cl)Cl. The product is [NH2:14][CH2:13][C:12]1[CH:11]=[CH:10][C:9]([C:8]2[O:7][C:6]([C:24]3[C:25]([F:31])=[CH:26][CH:27]=[CH:28][C:29]=3[F:30])=[N:5][C:4]=2[C:1]([NH2:2])=[O:3])=[CH:23][CH:22]=1. The yield is 0.430. (2) The reactants are N[C@H:2]([C:6]([OH:8])=[O:7])[CH2:3][CH2:4][OH:5].[CH3:21][C:20]([O:19][C:17](O[C:17]([O:19][C:20]([CH3:23])([CH3:22])[CH3:21])=[O:18])=[O:18])([CH3:23])[CH3:22]. The catalyst is [OH-].[Na+].CCO.C1COCC1. The product is [C:20]([O:19][C:17]([C@@H:2]([CH2:3][CH2:4][OH:5])[C:6]([OH:8])=[O:7])=[O:18])([CH3:21])([CH3:22])[CH3:23]. The yield is 0.790. (3) The reactants are [I:1][C:2]1[CH:3]=[C:4]([C:12]([O:14][CH3:15])=[O:13])[CH:5]=[C:6]2[C:11]=1[N:10]=[CH:9][CH:8]=[CH:7]2.C1C(=O)N([Cl:23])C(=O)C1. The catalyst is CC(O)=O. The product is [Cl:23][C:8]1[CH:9]=[N:10][C:11]2[C:6]([CH:7]=1)=[CH:5][C:4]([C:12]([O:14][CH3:15])=[O:13])=[CH:3][C:2]=2[I:1]. The yield is 0.490. (4) The reactants are [F:1][C:2]1[CH:33]=[C:32]([F:34])[CH:31]=[CH:30][C:3]=1[C:4]([NH:6][C:7]1[CH:29]=[CH:28][C:10]([CH2:11][N:12]2[C:20]3[C:15](=[CH:16][CH:17]=[C:18]([F:21])[CH:19]=3)[C:14]([CH2:22][C:23]([O:25]CC)=[O:24])=[N:13]2)=[CH:9][CH:8]=1)=[O:5].O.[OH-].[Li+].O.Cl. The catalyst is O1CCCC1. The product is [F:1][C:2]1[CH:33]=[C:32]([F:34])[CH:31]=[CH:30][C:3]=1[C:4]([NH:6][C:7]1[CH:29]=[CH:28][C:10]([CH2:11][N:12]2[C:20]3[C:15](=[CH:16][CH:17]=[C:18]([F:21])[CH:19]=3)[C:14]([CH2:22][C:23]([OH:25])=[O:24])=[N:13]2)=[CH:9][CH:8]=1)=[O:5]. The yield is 0.899. (5) The reactants are [Br:1][C:2]1[CH:11]=[C:10]2[C:5]([CH:6]([OH:14])[C:7]([CH3:13])([CH3:12])[CH2:8][O:9]2)=[CH:4][CH:3]=1.N1C=CN=C1.[CH3:20][C:21]([Si:24](Cl)([CH3:26])[CH3:25])([CH3:23])[CH3:22]. The catalyst is CN(C=O)C.C(OCC)(=O)C. The product is [Br:1][C:2]1[CH:11]=[C:10]2[C:5]([CH:6]([O:14][Si:24]([C:21]([CH3:23])([CH3:22])[CH3:20])([CH3:26])[CH3:25])[C:7]([CH3:12])([CH3:13])[CH2:8][O:9]2)=[CH:4][CH:3]=1. The yield is 0.650.